Regression. Given two drug SMILES strings and cell line genomic features, predict the synergy score measuring deviation from expected non-interaction effect. From a dataset of NCI-60 drug combinations with 297,098 pairs across 59 cell lines. (1) Drug 1: C1=CC(=CC=C1CCC2=CNC3=C2C(=O)NC(=N3)N)C(=O)NC(CCC(=O)O)C(=O)O. Drug 2: CCN(CC)CCNC(=O)C1=C(NC(=C1C)C=C2C3=C(C=CC(=C3)F)NC2=O)C. Cell line: M14. Synergy scores: CSS=26.7, Synergy_ZIP=1.19, Synergy_Bliss=1.65, Synergy_Loewe=-8.70, Synergy_HSA=0.895. (2) Drug 1: CN1C(=O)N2C=NC(=C2N=N1)C(=O)N. Drug 2: CC1=C(N=C(N=C1N)C(CC(=O)N)NCC(C(=O)N)N)C(=O)NC(C(C2=CN=CN2)OC3C(C(C(C(O3)CO)O)O)OC4C(C(C(C(O4)CO)O)OC(=O)N)O)C(=O)NC(C)C(C(C)C(=O)NC(C(C)O)C(=O)NCCC5=NC(=CS5)C6=NC(=CS6)C(=O)NCCC[S+](C)C)O. Cell line: MALME-3M. Synergy scores: CSS=4.99, Synergy_ZIP=-0.574, Synergy_Bliss=-0.186, Synergy_Loewe=-10.8, Synergy_HSA=-4.67. (3) Drug 1: CCCS(=O)(=O)NC1=C(C(=C(C=C1)F)C(=O)C2=CNC3=C2C=C(C=N3)C4=CC=C(C=C4)Cl)F. Drug 2: COC1=CC(=CC(=C1O)OC)C2C3C(COC3=O)C(C4=CC5=C(C=C24)OCO5)OC6C(C(C7C(O6)COC(O7)C8=CC=CS8)O)O. Cell line: T-47D. Synergy scores: CSS=36.9, Synergy_ZIP=-9.25, Synergy_Bliss=2.77, Synergy_Loewe=-18.3, Synergy_HSA=2.40. (4) Drug 1: CN(C)C1=NC(=NC(=N1)N(C)C)N(C)C. Drug 2: C1C(C(OC1N2C=NC(=NC2=O)N)CO)O. Cell line: UO-31. Synergy scores: CSS=0.951, Synergy_ZIP=2.88, Synergy_Bliss=-2.78, Synergy_Loewe=-6.58, Synergy_HSA=-4.31.